This data is from Forward reaction prediction with 1.9M reactions from USPTO patents (1976-2016). The task is: Predict the product of the given reaction. (1) Given the reactants [CH2:1]([N:8]1[CH:12]=[CH:11][C:10]([C:13]([CH3:16])([CH3:15])[CH3:14])=[N:9]1)[C:2]1[CH:7]=[CH:6][CH:5]=[CH:4][CH:3]=1.[I:17]I.[N+]([O-])([O-])=O.[Ce+4].[NH4+].[NH4+].[N+]([O-])([O-])=O.[N+]([O-])([O-])=O.[N+]([O-])([O-])=O.[N+]([O-])([O-])=O.[N+]([O-])([O-])=O.C(#N)C, predict the reaction product. The product is: [CH2:1]([N:8]1[CH:12]=[C:11]([I:17])[C:10]([C:13]([CH3:16])([CH3:15])[CH3:14])=[N:9]1)[C:2]1[CH:3]=[CH:4][CH:5]=[CH:6][CH:7]=1. (2) Given the reactants [O:1]1[CH2:6][CH2:5][N:4]([CH:7]([CH3:22])[C:8]#[C:9][C:10]#[C:11][C:12]2[CH:21]=[CH:20][C:15]([C:16]([O:18]C)=[O:17])=[CH:14][CH:13]=2)[CH2:3][CH2:2]1.CO.O, predict the reaction product. The product is: [O:1]1[CH2:2][CH2:3][N:4]([CH:7]([CH3:22])[C:8]#[C:9][C:10]#[C:11][C:12]2[CH:13]=[CH:14][C:15]([C:16]([OH:18])=[O:17])=[CH:20][CH:21]=2)[CH2:5][CH2:6]1. (3) Given the reactants [NH2:1][C@@H:2]1[CH2:7][CH2:6][C@H:5]([NH:8][C:9]2[CH:14]=[C:13]([N:15]([CH3:17])[CH3:16])[C:12]([CH3:18])=[CH:11][N:10]=2)[CH2:4][CH2:3]1.[Cl:19][C:20]1[CH:25]=[C:24]([N:26]=[C:27]=[O:28])[CH:23]=[CH:22][C:21]=1[F:29].O, predict the reaction product. The product is: [ClH:19].[Cl:19][C:20]1[CH:25]=[C:24]([NH:26][C:27]([NH:1][C@H:2]2[CH2:3][CH2:4][C@@H:5]([NH:8][C:9]3[CH:14]=[C:13]([N:15]([CH3:17])[CH3:16])[C:12]([CH3:18])=[CH:11][N:10]=3)[CH2:6][CH2:7]2)=[O:28])[CH:23]=[CH:22][C:21]=1[F:29]. (4) Given the reactants [O:1]1[CH2:5][CH2:4][CH2:3][CH:2]1[CH2:6][NH:7][C:8]1[N:13]=[CH:12][C:11]([C:14]2[NH:22][C:21]3[C:20](=[O:23])[N:19]([CH2:24][CH2:25][CH3:26])[C:18](=[O:27])[N:17]([CH2:28][CH2:29][CH3:30])[C:16]=3[CH:15]=2)=[CH:10][CH:9]=1.[F:31][C:32]1[CH:37]=[CH:36][C:35]([N:38]=[C:39]=[O:40])=[CH:34][CH:33]=1, predict the reaction product. The product is: [F:31][C:32]1[CH:37]=[CH:36][C:35]([NH:38][C:39](=[O:40])[N:7]([C:8]2[CH:9]=[CH:10][C:11]([C:14]3[NH:22][C:21]4[C:20](=[O:23])[N:19]([CH2:24][CH2:25][CH3:26])[C:18](=[O:27])[N:17]([CH2:28][CH2:29][CH3:30])[C:16]=4[CH:15]=3)=[CH:12][N:13]=2)[CH2:6][CH:2]2[CH2:3][CH2:4][CH2:5][O:1]2)=[CH:34][CH:33]=1. (5) Given the reactants Br[C:2]1[CH:7]=[CH:6][CH:5]=[CH:4][C:3]=1[O:8][Si:9]([C:12]([CH3:15])([CH3:14])[CH3:13])([CH3:11])[CH3:10].[C:16]([Li])(C)(C)C.[CH3:21][O:22]N(C)[C:24]([C@@H:26]1[CH2:31][CH2:30]CN(C(OC(C)(C)C)=O)C1)=[O:25].[Cl-].[NH4+].O(C1C=[CH:54][CH:53]=[CH:52][C:51]=1[C:56]([C@@H:58]1[CH2:63][CH2:62][CH2:61][N:60]([C:64]([O:66][C:67]([CH3:70])([CH3:69])[CH3:68])=[O:65])[CH2:59]1)=[O:57])[Si](C(C)(C)C)(C)C.[OH:71][C:72]1[CH:77]=[CH:76][CH:75]=[CH:74][C:73]=1[C:78]([C@@H:80]1[CH2:85][CH2:84][CH2:83][N:82]([C:86]([O:88][C:89]([CH3:92])([CH3:91])[CH3:90])=[O:87])[CH2:81]1)=[O:79].[Cl-], predict the reaction product. The product is: [OH:57][C@:56]([C:2]1[CH:7]=[CH:6][CH:5]=[CH:4][C:3]=1[O:8][Si:9]([C:12]([CH3:15])([CH3:14])[CH3:13])([CH3:11])[CH3:10])([C@@H:58]1[CH2:63][CH2:62][CH2:61][N:60]([C:64]([O:66][C:67]([CH3:68])([CH3:69])[CH3:70])=[O:65])[CH2:59]1)[CH2:51][CH2:52][CH2:53][CH2:54][O:22][CH3:21].[OH:79][C@:78]([C:73]1[CH:74]=[CH:75][CH:76]=[CH:77][C:72]=1[OH:71])([C@@H:80]1[CH2:85][CH2:84][CH2:83][N:82]([C:86]([O:88][C:89]([CH3:92])([CH3:91])[CH3:90])=[O:87])[CH2:81]1)[CH2:30][CH2:31][CH2:26][CH2:24][O:25][CH3:16].